This data is from Cav3 T-type calcium channel HTS with 100,875 compounds. The task is: Binary Classification. Given a drug SMILES string, predict its activity (active/inactive) in a high-throughput screening assay against a specified biological target. (1) The drug is S(c1n(c(=O)c2c(n1)[nH]nc2)c1ccccc1)Cc1nc(sc1)C. The result is 0 (inactive). (2) The molecule is S1CCN(CC1)Cc1cc(OC)c(OC)c(OC)c1. The result is 0 (inactive). (3) The result is 0 (inactive). The molecule is O(C(=O)c1c2CCCc2nc2c1cccc2)C. (4) The molecule is S(=O)(=O)(N(CC)CC)c1cc(NC(=O)c2oc3c(c2)cccc3)ccc1. The result is 0 (inactive). (5) The compound is O=C(NCCc1cc(OC)c(OC)cc1)Cc1nn(c(=O)c2c1cccc2)C. The result is 0 (inactive). (6) The result is 0 (inactive). The molecule is Brc1sc(S(=O)(=O)Nc2c(OCC)cccc2)cc1.